Task: Predict the product of the given reaction.. Dataset: Forward reaction prediction with 1.9M reactions from USPTO patents (1976-2016) (1) Given the reactants [C:9](O[C:9]([O:11][C:12]([CH3:15])([CH3:14])[CH3:13])=[O:10])([O:11][C:12]([CH3:15])([CH3:14])[CH3:13])=[O:10].[O:16]=[C:17]1[O:21][CH2:20][C@@H:19]([NH:22]C(=O)OCC2C=CC=CC=2)[CH2:18]1.[H][H], predict the reaction product. The product is: [O:16]=[C:17]1[O:21][CH2:20][C@@H:19]([NH:22][C:9](=[O:10])[O:11][C:12]([CH3:13])([CH3:14])[CH3:15])[CH2:18]1. (2) Given the reactants [Br:1][C:2]1[C:3]([CH3:8])=[N:4][CH:5]=[N:6][CH:7]=1.BrBr.[C:11]1(=[O:21])[NH:15][C:14](=[O:16])[C:13]2=[CH:17][CH:18]=[CH:19][CH:20]=[C:12]12.[K], predict the reaction product. The product is: [Br:1][C:2]1[C:3]([CH2:8][N:15]2[C:11](=[O:21])[C:12]3[C:13](=[CH:17][CH:18]=[CH:19][CH:20]=3)[C:14]2=[O:16])=[N:4][CH:5]=[N:6][CH:7]=1. (3) Given the reactants [N:1]1[CH:6]=[CH:5][CH:4]=[C:3]([CH2:7][C:8](O)=O)[CH:2]=1.[NH2:11][C:12]1[C:13](=[O:34])[N:14]([CH2:31][CH2:32][CH3:33])[C:15](=[O:30])[N:16]([CH2:19][CH2:20][C:21]2[CH:26]=[CH:25][C:24]([N+:27]([O-:29])=[O:28])=[CH:23][CH:22]=2)[C:17]=1[NH2:18], predict the reaction product. The product is: [N+:27]([C:24]1[CH:25]=[CH:26][C:21]([CH2:20][CH2:19][N:16]2[C:17]3[N:18]=[C:8]([CH2:7][C:3]4[CH:2]=[N:1][CH:6]=[CH:5][CH:4]=4)[NH:11][C:12]=3[C:13](=[O:34])[N:14]([CH2:31][CH2:32][CH3:33])[C:15]2=[O:30])=[CH:22][CH:23]=1)([O-:29])=[O:28]. (4) Given the reactants [N:1]1([NH:7][C:8]([C:10]2[N:11]=[C:12]([C:23]3[CH:28]=[CH:27][C:26]([Cl:29])=[CH:25][C:24]=3[Cl:30])[N:13]([C:16]3[CH:21]=[CH:20][C:19]([OH:22])=[CH:18][CH:17]=3)[C:14]=2[CH3:15])=[O:9])[CH2:6][CH2:5][CH2:4][CH2:3][CH2:2]1.C(N(CC)CC)C.[CH2:38]([S:42](Cl)(=[O:44])=[O:43])[CH2:39][CH2:40][CH3:41].O, predict the reaction product. The product is: [Cl:30][C:24]1[CH:25]=[C:26]([Cl:29])[CH:27]=[CH:28][C:23]=1[C:12]1[N:13]([C:16]2[CH:17]=[CH:18][C:19]([O:22][S:42]([CH2:38][CH2:39][CH2:40][CH3:41])(=[O:44])=[O:43])=[CH:20][CH:21]=2)[C:14]([CH3:15])=[C:10]([C:8](=[O:9])[NH:7][N:1]2[CH2:6][CH2:5][CH2:4][CH2:3][CH2:2]2)[N:11]=1. (5) Given the reactants [CH:1]([Si:4]([CH:16]([CH3:18])[CH3:17])([CH:13]([CH3:15])[CH3:14])[N:5]1[CH:9]=[CH:8][C:7](B(O)O)=[CH:6]1)([CH3:3])[CH3:2].[C:19](=[O:22])([O-])[O-].[Na+].[Na+].[C:25]1(C)[CH:30]=[CH:29][CH:28]=[CH:27][CH:26]=1.[C:32](#[N:34])[CH3:33].C(O[CH2:39][CH3:40])(=O)C, predict the reaction product. The product is: [C:25]1([C:19]([C:32]2[N:34]=[C:40]3[CH:39]=[CH:8][C:7]([C:7]4[CH:8]=[CH:9][N:5]([Si:4]([CH:16]([CH3:18])[CH3:17])([CH:13]([CH3:15])[CH3:14])[CH:1]([CH3:3])[CH3:2])[CH:6]=4)=[CH:6][N:5]3[CH:33]=2)=[O:22])[CH:26]=[CH:27][CH:28]=[CH:29][CH:30]=1.